Dataset: Forward reaction prediction with 1.9M reactions from USPTO patents (1976-2016). Task: Predict the product of the given reaction. Given the reactants Br[C:2]1[CH:9]=[CH:8][C:5]2[CH2:6][CH2:7][C:4]=2[CH:3]=1.C([Li])(C)(C)C.[Br:15][CH2:16][CH2:17][CH2:18][CH2:19]Br, predict the reaction product. The product is: [Br:15][CH2:16][CH2:17][CH2:18][CH2:19][C:2]1[CH:9]=[CH:8][C:5]2[CH2:6][CH2:7][C:4]=2[CH:3]=1.